Task: Predict which catalyst facilitates the given reaction.. Dataset: Catalyst prediction with 721,799 reactions and 888 catalyst types from USPTO (1) The catalyst class is: 709. Product: [NH2:5][C:4]1[N:10]([CH2:9][CH2:8][OH:7])[N:1]=[C:2]([CH3:6])[CH:3]=1. Reactant: [NH2:1]/[C:2](/[CH3:6])=[CH:3]\[C:4]#[N:5].[OH:7][CH2:8][CH2:9][NH:10]N. (2) Reactant: [Cl:1][C:2]1[C:3]([N:8]2[CH:12]=[CH:11][CH:10]=[C:9]2[CH:13]=[O:14])=[N:4][CH:5]=[CH:6][CH:7]=1.[Cl:15]N1C(=O)CCC1=O.O. Product: [Cl:15][C:11]1[CH:10]=[C:9]([CH:13]=[O:14])[N:8]([C:3]2[C:2]([Cl:1])=[CH:7][CH:6]=[CH:5][N:4]=2)[CH:12]=1. The catalyst class is: 9.